Dataset: NCI-60 drug combinations with 297,098 pairs across 59 cell lines. Task: Regression. Given two drug SMILES strings and cell line genomic features, predict the synergy score measuring deviation from expected non-interaction effect. (1) Drug 1: CC1C(C(CC(O1)OC2CC(CC3=C2C(=C4C(=C3O)C(=O)C5=C(C4=O)C(=CC=C5)OC)O)(C(=O)C)O)N)O.Cl. Drug 2: C1=NNC2=C1C(=O)NC=N2. Cell line: SF-268. Synergy scores: CSS=16.3, Synergy_ZIP=-5.05, Synergy_Bliss=6.48, Synergy_Loewe=-18.6, Synergy_HSA=2.72. (2) Drug 1: C1C(C(OC1N2C=C(C(=O)NC2=O)F)CO)O. Drug 2: CC(C)(C#N)C1=CC(=CC(=C1)CN2C=NC=N2)C(C)(C)C#N. Cell line: SK-OV-3. Synergy scores: CSS=16.1, Synergy_ZIP=-6.88, Synergy_Bliss=-1.64, Synergy_Loewe=-16.1, Synergy_HSA=-4.99. (3) Drug 1: C1=CC(=CC=C1CCC2=CNC3=C2C(=O)NC(=N3)N)C(=O)NC(CCC(=O)O)C(=O)O. Drug 2: C1=C(C(=O)NC(=O)N1)N(CCCl)CCCl. Cell line: A549. Synergy scores: CSS=40.5, Synergy_ZIP=-7.21, Synergy_Bliss=-5.26, Synergy_Loewe=-18.1, Synergy_HSA=-1.09. (4) Drug 1: C1CC(=O)NC(=O)C1N2CC3=C(C2=O)C=CC=C3N. Synergy scores: CSS=18.4, Synergy_ZIP=-10.5, Synergy_Bliss=-8.39, Synergy_Loewe=-9.83, Synergy_HSA=-6.99. Cell line: UACC62. Drug 2: C1=CC(=CC=C1CCCC(=O)O)N(CCCl)CCCl. (5) Drug 1: CC(C1=C(C=CC(=C1Cl)F)Cl)OC2=C(N=CC(=C2)C3=CN(N=C3)C4CCNCC4)N. Drug 2: CC1=C(C(=CC=C1)Cl)NC(=O)C2=CN=C(S2)NC3=CC(=NC(=N3)C)N4CCN(CC4)CCO. Cell line: RPMI-8226. Synergy scores: CSS=-4.43, Synergy_ZIP=-1.07, Synergy_Bliss=-6.38, Synergy_Loewe=-12.4, Synergy_HSA=-11.0. (6) Drug 1: C1=CN(C=N1)CC(O)(P(=O)(O)O)P(=O)(O)O. Drug 2: CC(C)(C#N)C1=CC(=CC(=C1)CN2C=NC=N2)C(C)(C)C#N. Cell line: KM12. Synergy scores: CSS=-1.56, Synergy_ZIP=-0.866, Synergy_Bliss=-3.02, Synergy_Loewe=-40.3, Synergy_HSA=-4.79. (7) Drug 1: CC=C1C(=O)NC(C(=O)OC2CC(=O)NC(C(=O)NC(CSSCCC=C2)C(=O)N1)C(C)C)C(C)C. Drug 2: C1CCC(C(C1)N)N.C(=O)(C(=O)[O-])[O-].[Pt+4]. Cell line: OVCAR-4. Synergy scores: CSS=37.8, Synergy_ZIP=-1.98, Synergy_Bliss=-1.79, Synergy_Loewe=-2.35, Synergy_HSA=-1.00.